Task: Predict the reactants needed to synthesize the given product.. Dataset: Full USPTO retrosynthesis dataset with 1.9M reactions from patents (1976-2016) (1) The reactants are: [CH:1]1([CH2:4][O:5][C:6]2[N:11]=[C:10]([C:12]([OH:14])=O)[CH:9]=[N:8][C:7]=2[N:15]2[CH2:18][C:17]([F:20])([F:19])[CH2:16]2)[CH2:3][CH2:2]1.[NH:21]1[CH2:25][CH2:24][C@H:23]([O:26][C:27](=[O:29])[CH3:28])[CH2:22]1. Given the product [CH:1]1([CH2:4][O:5][C:6]2[N:11]=[C:10]([C:12]([N:21]3[CH2:25][CH2:24][C@H:23]([O:26][C:27](=[O:29])[CH3:28])[CH2:22]3)=[O:14])[CH:9]=[N:8][C:7]=2[N:15]2[CH2:18][C:17]([F:20])([F:19])[CH2:16]2)[CH2:2][CH2:3]1, predict the reactants needed to synthesize it. (2) Given the product [F:30][C:29]([F:32])([F:31])[S:26]([O:16][CH:3]([CH2:4][NH:5][C:6]([O:7][CH2:8][C:9]1[CH:10]=[CH:11][CH:12]=[CH:13][CH:14]=1)=[O:15])[C:2]([F:17])([F:18])[F:1])(=[O:28])=[O:27], predict the reactants needed to synthesize it. The reactants are: [F:1][C:2]([F:18])([F:17])[CH:3]([OH:16])[CH2:4][NH:5][C:6](=[O:15])[O:7][CH2:8][C:9]1[CH:14]=[CH:13][CH:12]=[CH:11][CH:10]=1.C(N(CC)CC)C.[S:26](O[S:26]([C:29]([F:32])([F:31])[F:30])(=[O:28])=[O:27])([C:29]([F:32])([F:31])[F:30])(=[O:28])=[O:27].